Dataset: Forward reaction prediction with 1.9M reactions from USPTO patents (1976-2016). Task: Predict the product of the given reaction. (1) The product is: [CH2:10]([O:1][C:2]1[CH:9]=[CH:8][C:5]([CH:6]=[O:7])=[CH:4][CH:3]=1)[C:11]([CH3:14])([CH3:13])[CH3:12]. Given the reactants [OH:1][C:2]1[CH:9]=[CH:8][C:5]([CH:6]=[O:7])=[CH:4][CH:3]=1.[CH2:10](Br)[C:11]([CH3:14])([CH3:13])[CH3:12].[I-].[Na+], predict the reaction product. (2) The product is: [C:1]([O:5][C@@H:6]([C:12]1[C:31]([CH3:32])=[CH:30][C:15]2[N:16]=[C:17]([C:19]3[CH:27]=[C:26]4[C:22]([C:23]([CH3:29])=[N:24][N:25]4[CH3:28])=[CH:21][CH:20]=3)[S:18][C:14]=2[C:13]=1[C:33]1[CH:34]=[CH:35][C:36]([Cl:39])=[CH:37][CH:38]=1)[C:7]([OH:9])=[O:8])([CH3:4])([CH3:2])[CH3:3]. Given the reactants [C:1]([O:5][C@@H:6]([C:12]1[C:31]([CH3:32])=[CH:30][C:15]2[N:16]=[C:17]([C:19]3[CH:27]=[C:26]4[C:22]([C:23]([CH3:29])=[N:24][N:25]4[CH3:28])=[CH:21][CH:20]=3)[S:18][C:14]=2[C:13]=1[C:33]1[CH:38]=[CH:37][C:36]([Cl:39])=[CH:35][CH:34]=1)[C:7]([O:9]CC)=[O:8])([CH3:4])([CH3:3])[CH3:2].[OH-].[Na+], predict the reaction product. (3) Given the reactants [Si]([O:8][C@@H:9]1[C@H:13]([CH3:14])[N:12]([C:15]([O:17][C:18]([CH3:21])([CH3:20])[CH3:19])=[O:16])[C@H:11]([C:22]([O:24][CH3:25])=[O:23])[CH2:10]1)(C(C)(C)C)(C)C.CCCC[N+](CCCC)(CCCC)CCCC.[F-], predict the reaction product. The product is: [OH:8][C@@H:9]1[C@H:13]([CH3:14])[N:12]([C:15]([O:17][C:18]([CH3:21])([CH3:20])[CH3:19])=[O:16])[C@H:11]([C:22]([O:24][CH3:25])=[O:23])[CH2:10]1.